This data is from Forward reaction prediction with 1.9M reactions from USPTO patents (1976-2016). The task is: Predict the product of the given reaction. The product is: [C:1]([N:4]1[C:13]2[C:8](=[CH:9][C:10]([N:14]3[CH2:15][CH2:16][N:17]([C:20]([O:22][C:23]([CH3:26])([CH3:25])[CH3:24])=[O:21])[CH2:18][CH2:19]3)=[CH:11][CH:12]=2)[C@H:7]([NH:27][C:31]2[CH:38]=[CH:37][C:34]([C:35]#[N:36])=[CH:33][CH:32]=2)[C@@H:6]([CH3:28])[C@@H:5]1[CH3:29])(=[O:3])[CH3:2]. Given the reactants [C:1]([N:4]1[C:13]2[C:8](=[CH:9][C:10]([N:14]3[CH2:19][CH2:18][N:17]([C:20]([O:22][C:23]([CH3:26])([CH3:25])[CH3:24])=[O:21])[CH2:16][CH2:15]3)=[CH:11][CH:12]=2)[C@H:7]([NH2:27])[C@@H:6]([CH3:28])[C@@H:5]1[CH3:29])(=[O:3])[CH3:2].Br[C:31]1[CH:38]=[CH:37][C:34]([C:35]#[N:36])=[CH:33][CH:32]=1.CC(C)([O-])C.[Na+].CN(C1C(C2C(P(C3CCCCC3)C3CCCCC3)=CC=CC=2)=CC=CC=1)C, predict the reaction product.